This data is from Reaction yield outcomes from USPTO patents with 853,638 reactions. The task is: Predict the reaction yield, written as a fraction of the theoretical maximum amount of product (1.0 means a 100% yield; for example, 0.34 means a 34% yield). (1) The reactants are Cl[C:2]1[CH2:6][C:5]([CH3:8])([CH3:7])[CH2:4][C:3]=1/[CH:9]=[CH:10]/[C:11]([O:13][CH2:14][CH3:15])=[O:12].[N-:16]=[N+]=[N-].[Na+].O.C(Cl)Cl. The catalyst is CS(C)=O. The product is [CH3:7][C:5]1([CH3:8])[CH2:6][C:2]2[NH:16][C:10]([C:11]([O:13][CH2:14][CH3:15])=[O:12])=[CH:9][C:3]=2[CH2:4]1. The yield is 0.370. (2) The reactants are [CH3:1][N:2]([CH3:32])[CH2:3][CH2:4][CH2:5][O:6][C:7]1[CH:12]=[CH:11][C:10]([C:13]2[CH:14]=[C:15]3[C:25]4[C:20](=[CH:21][N:22]=[C:23]([C:26]5[CH:27]=[N:28][CH:29]=[CH:30][CH:31]=5)[CH:24]=4)[NH:19][C:16]3=[N:17][CH:18]=2)=[CH:9][CH:8]=1.CC1(C)C(C)(C)OB(C2C=C[C:44]([O:45][CH2:46]CCN3CCOCC3)=CC=2)O1.BrC1C=C2C3C(=CN=C(C4C=NC=CC=4)C=3)NC2=NC=1. No catalyst specified. The product is [N:2]1([CH2:3][CH2:4][CH2:5][O:6][C:7]2[CH:8]=[CH:9][C:10]([C:13]3[CH:14]=[C:15]4[C:25]5[C:20](=[CH:21][N:22]=[C:23]([C:26]6[CH:27]=[N:28][CH:29]=[CH:30][CH:31]=6)[CH:24]=5)[NH:19][C:16]4=[N:17][CH:18]=3)=[CH:11][CH:12]=2)[CH2:1][CH2:46][O:45][CH2:44][CH2:32]1. The yield is 0.350.